Dataset: Reaction yield outcomes from USPTO patents with 853,638 reactions. Task: Predict the reaction yield, written as a fraction of the theoretical maximum amount of product (1.0 means a 100% yield; for example, 0.34 means a 34% yield). The reactants are [NH2:1][C:2]1[CH:3]=[CH:4][C:5]2[CH2:9][O:8][B:7]([OH:10])[C:6]=2[CH:11]=1.CN1CCOCC1.[CH3:19][O:20][CH2:21][CH2:22][C:23]1[CH:28]=[C:27]([N+:29]([O-:31])=[O:30])[CH:26]=[CH:25][C:24]=1[S:32](Cl)(=[O:34])=[O:33]. The catalyst is CC#N. The product is [OH:10][B:7]1[C:6]2[CH:11]=[C:2]([NH:1][S:32]([C:24]3[CH:25]=[CH:26][C:27]([N+:29]([O-:31])=[O:30])=[CH:28][C:23]=3[CH2:22][CH2:21][O:20][CH3:19])(=[O:33])=[O:34])[CH:3]=[CH:4][C:5]=2[CH2:9][O:8]1. The yield is 0.500.